Dataset: Peptide-MHC class II binding affinity with 134,281 pairs from IEDB. Task: Regression. Given a peptide amino acid sequence and an MHC pseudo amino acid sequence, predict their binding affinity value. This is MHC class II binding data. (1) The peptide sequence is KRIVKLVNDVGAVVN. The MHC is DRB1_1101 with pseudo-sequence DRB1_1101. The binding affinity (normalized) is 0.390. (2) The peptide sequence is IVQKRGIVKENIIDLT. The MHC is DRB1_0701 with pseudo-sequence DRB1_0701. The binding affinity (normalized) is 0.273. (3) The peptide sequence is TSCSLMHTAVDLVNE. The MHC is DRB1_1302 with pseudo-sequence DRB1_1302. The binding affinity (normalized) is 0.590. (4) The peptide sequence is NELGRFKHTDACC. The MHC is DRB1_1101 with pseudo-sequence DRB1_1101. The binding affinity (normalized) is 0. (5) The peptide sequence is RTATNIWIDHNSFSN. The MHC is HLA-DQA10102-DQB10602 with pseudo-sequence HLA-DQA10102-DQB10602. The binding affinity (normalized) is 0.238. (6) The peptide sequence is AFKVAATNANAAPAN. The MHC is DRB1_0802 with pseudo-sequence DRB1_0802. The binding affinity (normalized) is 0.788. (7) The peptide sequence is GELQIVAKIDAAFKI. The MHC is DRB1_1501 with pseudo-sequence DRB1_1501. The binding affinity (normalized) is 0.560. (8) The peptide sequence is VVLFAVFLGSAYGIP. The binding affinity (normalized) is 0. The MHC is DRB1_0301 with pseudo-sequence DRB1_0301. (9) The peptide sequence is LNCNINNVVRIKVPF. The MHC is DRB1_0401 with pseudo-sequence DRB1_0401. The binding affinity (normalized) is 0.353.